Dataset: M1 muscarinic receptor antagonist screen with 61,756 compounds. Task: Binary Classification. Given a drug SMILES string, predict its activity (active/inactive) in a high-throughput screening assay against a specified biological target. (1) The molecule is Fc1c(NC(=O)N2C(CCCC2)c2cccnc2)ccc(F)c1. The result is 0 (inactive). (2) The compound is Fc1ccc(Nc2c(C(=O)NCc3occc3)cccc2)cc1. The result is 0 (inactive).